Task: Binary Classification. Given a T-cell receptor sequence (or CDR3 region) and an epitope sequence, predict whether binding occurs between them.. Dataset: TCR-epitope binding with 47,182 pairs between 192 epitopes and 23,139 TCRs (1) The TCR CDR3 sequence is CASNAGTGTDTQYF. Result: 0 (the TCR does not bind to the epitope). The epitope is RILGAGCFV. (2) The epitope is GILGFVFTL. The TCR CDR3 sequence is CASSPVGVGEQYF. Result: 1 (the TCR binds to the epitope). (3) The epitope is VVYRGTTTY. The TCR CDR3 sequence is CASSPARNEQFF. Result: 0 (the TCR does not bind to the epitope). (4) The epitope is ALSKGVHFV. The TCR CDR3 sequence is CASSEVGNEQFF. Result: 1 (the TCR binds to the epitope).